From a dataset of Full USPTO retrosynthesis dataset with 1.9M reactions from patents (1976-2016). Predict the reactants needed to synthesize the given product. (1) Given the product [Cl:1][C:2]1[C:11]([CH:12]2[CH2:16][CH2:15][CH2:14][N:13]2[C:23]([O:22][C:19]([CH3:21])([CH3:20])[CH3:18])=[O:24])=[CH:10][C:9]2[C:4](=[CH:5][C:6]([F:17])=[CH:7][CH:8]=2)[N:3]=1, predict the reactants needed to synthesize it. The reactants are: [Cl:1][C:2]1[C:11]([CH:12]2[CH2:16][CH2:15][CH2:14][NH:13]2)=[CH:10][C:9]2[C:4](=[CH:5][C:6]([F:17])=[CH:7][CH:8]=2)[N:3]=1.[CH3:18][C:19]([O:22][C:23](O[C:23]([O:22][C:19]([CH3:21])([CH3:20])[CH3:18])=[O:24])=[O:24])([CH3:21])[CH3:20].CCN(CC)CC. (2) Given the product [CH2:17]([C:13]1[C:14](=[O:16])[NH:15][C:10]([C:8]2[S:9][C:5]([CH2:4][O:3][CH2:1][CH3:2])=[CH:6][CH:7]=2)=[N:11][C:12]=1[CH3:19])[CH3:18], predict the reactants needed to synthesize it. The reactants are: [CH2:1]([O:3][CH:4](OCC)[C:5]1[S:9][C:8]([C:10]2[NH:15][C:14](=[O:16])[C:13]([CH2:17][CH3:18])=[C:12]([CH3:19])[N:11]=2)=[CH:7][CH:6]=1)[CH3:2].C([SiH](CC)CC)C.C(=O)([O-])O.[Na+].O. (3) Given the product [Br:1][C:2]1[C:6]([S:15][CH2:13][CH3:14])=[CH:5][S:4][CH:3]=1, predict the reactants needed to synthesize it. The reactants are: [Br:1][C:2]1[C:6](Br)=[CH:5][S:4][CH:3]=1.C([Li])CCC.[CH2:13]([S:15]SCC)[CH3:14].[OH-].[Na+]. (4) Given the product [CH:23]1([NH:26][C:2]2[C:3]([CH3:22])=[N:4][C:5]3[C:10]([N:11]=2)=[C:9]([C:12]2[NH:20][C:19]4[CH2:18][CH2:17][NH:16][C:15](=[O:21])[C:14]=4[CH:13]=2)[CH:8]=[CH:7][CH:6]=3)[CH2:25][CH2:24]1, predict the reactants needed to synthesize it. The reactants are: F[C:2]1[C:3]([CH3:22])=[N:4][C:5]2[C:10]([N:11]=1)=[C:9]([C:12]1[NH:20][C:19]3[CH2:18][CH2:17][NH:16][C:15](=[O:21])[C:14]=3[CH:13]=1)[CH:8]=[CH:7][CH:6]=2.[CH:23]1([NH2:26])[CH2:25][CH2:24]1. (5) Given the product [Br:19][C:18]1[CH:17]=[CH:16][C:11]([C:12]([OH:14])=[O:13])=[CH:10][C:9]=1[CH2:8][OH:7], predict the reactants needed to synthesize it. The reactants are: O.[OH-].[Li+].C([O:7][CH2:8][C:9]1[CH:10]=[C:11]([CH:16]=[CH:17][C:18]=1[Br:19])[C:12]([O:14]C)=[O:13])(=O)C.Cl.C(OCC)(=O)C.